From a dataset of NCI-60 drug combinations with 297,098 pairs across 59 cell lines. Regression. Given two drug SMILES strings and cell line genomic features, predict the synergy score measuring deviation from expected non-interaction effect. (1) Drug 1: CN1C2=C(C=C(C=C2)N(CCCl)CCCl)N=C1CCCC(=O)O.Cl. Drug 2: CC12CCC3C(C1CCC2O)C(CC4=C3C=CC(=C4)O)CCCCCCCCCS(=O)CCCC(C(F)(F)F)(F)F. Cell line: OVCAR-4. Synergy scores: CSS=6.46, Synergy_ZIP=-2.07, Synergy_Bliss=-0.161, Synergy_Loewe=2.21, Synergy_HSA=1.15. (2) Drug 1: CC1CCC2CC(C(=CC=CC=CC(CC(C(=O)C(C(C(=CC(C(=O)CC(OC(=O)C3CCCCN3C(=O)C(=O)C1(O2)O)C(C)CC4CCC(C(C4)OC)OCCO)C)C)O)OC)C)C)C)OC. Drug 2: C#CCC(CC1=CN=C2C(=N1)C(=NC(=N2)N)N)C3=CC=C(C=C3)C(=O)NC(CCC(=O)O)C(=O)O. Cell line: SN12C. Synergy scores: CSS=17.1, Synergy_ZIP=1.44, Synergy_Bliss=0.0122, Synergy_Loewe=-14.5, Synergy_HSA=-1.74. (3) Drug 1: CC12CCC3C(C1CCC2=O)CC(=C)C4=CC(=O)C=CC34C. Drug 2: CN1C(=O)N2C=NC(=C2N=N1)C(=O)N. Cell line: SF-539. Synergy scores: CSS=42.0, Synergy_ZIP=-0.818, Synergy_Bliss=-0.669, Synergy_Loewe=-19.8, Synergy_HSA=-0.370. (4) Drug 2: C1=NC2=C(N=C(N=C2N1C3C(C(C(O3)CO)O)O)F)N. Cell line: KM12. Synergy scores: CSS=14.4, Synergy_ZIP=-5.62, Synergy_Bliss=-5.26, Synergy_Loewe=-17.2, Synergy_HSA=-4.67. Drug 1: CNC(=O)C1=CC=CC=C1SC2=CC3=C(C=C2)C(=NN3)C=CC4=CC=CC=N4. (5) Drug 2: C1CN1C2=NC(=NC(=N2)N3CC3)N4CC4. Cell line: HOP-92. Drug 1: C1=NC2=C(N=C(N=C2N1C3C(C(C(O3)CO)O)O)F)N. Synergy scores: CSS=24.3, Synergy_ZIP=-8.06, Synergy_Bliss=-1.50, Synergy_Loewe=0.970, Synergy_HSA=2.92. (6) Drug 1: CC1C(C(CC(O1)OC2CC(CC3=C2C(=C4C(=C3O)C(=O)C5=C(C4=O)C(=CC=C5)OC)O)(C(=O)C)O)N)O.Cl. Drug 2: C1=NNC2=C1C(=O)NC=N2. Cell line: U251. Synergy scores: CSS=41.4, Synergy_ZIP=-0.512, Synergy_Bliss=0.336, Synergy_Loewe=-35.0, Synergy_HSA=1.40. (7) Cell line: MCF7. Drug 1: C(=O)(N)NO. Synergy scores: CSS=-1.59, Synergy_ZIP=-1.26, Synergy_Bliss=-2.27, Synergy_Loewe=-2.23, Synergy_HSA=-2.63. Drug 2: C1=NC2=C(N=C(N=C2N1C3C(C(C(O3)CO)O)F)Cl)N. (8) Drug 2: CCC1(CC2CC(C3=C(CCN(C2)C1)C4=CC=CC=C4N3)(C5=C(C=C6C(=C5)C78CCN9C7C(C=CC9)(C(C(C8N6C=O)(C(=O)OC)O)OC(=O)C)CC)OC)C(=O)OC)O.OS(=O)(=O)O. Synergy scores: CSS=21.4, Synergy_ZIP=-8.47, Synergy_Bliss=-13.5, Synergy_Loewe=-33.4, Synergy_HSA=-14.8. Drug 1: C1=CC(=CC=C1C#N)C(C2=CC=C(C=C2)C#N)N3C=NC=N3. Cell line: HS 578T. (9) Drug 1: C1CC(=O)NC(=O)C1N2CC3=C(C2=O)C=CC=C3N. Drug 2: CC(C)(C#N)C1=CC(=CC(=C1)CN2C=NC=N2)C(C)(C)C#N. Cell line: COLO 205. Synergy scores: CSS=-1.78, Synergy_ZIP=0.339, Synergy_Bliss=-1.67, Synergy_Loewe=-2.49, Synergy_HSA=-3.33. (10) Drug 1: CC1OCC2C(O1)C(C(C(O2)OC3C4COC(=O)C4C(C5=CC6=C(C=C35)OCO6)C7=CC(=C(C(=C7)OC)O)OC)O)O. Drug 2: C1=NC(=NC(=O)N1C2C(C(C(O2)CO)O)O)N. Cell line: HCC-2998. Synergy scores: CSS=17.0, Synergy_ZIP=-2.53, Synergy_Bliss=4.25, Synergy_Loewe=3.32, Synergy_HSA=4.29.